Dataset: Catalyst prediction with 721,799 reactions and 888 catalyst types from USPTO. Task: Predict which catalyst facilitates the given reaction. Reactant: [CH2:1]([C:3]1[N:7]2[N:8]=[C:9]3[C:22](=[O:23])[CH2:21][S:20](=[O:25])(=[O:24])[C:10]3=[C:11]([C:12]3[CH:13]=[C:14]([CH:17]=[CH:18][CH:19]=3)[C:15]#[N:16])[C:6]2=[CH:5][CH:4]=1)[CH3:2]. Product: [CH2:1]([C:3]1[N:7]2[N:8]=[C:9]3[CH:22]([OH:23])[CH2:21][S:20](=[O:24])(=[O:25])[C:10]3=[C:11]([C:12]3[CH:13]=[C:14]([CH:17]=[CH:18][CH:19]=3)[C:15]#[N:16])[C:6]2=[CH:5][CH:4]=1)[CH3:2]. The catalyst class is: 7.